This data is from Tox21: 12 toxicity assays (nuclear receptors and stress response pathways). The task is: Binary classification across 12 toxicity assays. (1) The molecule is COc1ccccc1N1CCN(CCCC(=O)c2ccc(F)cc2)CC1. It tested positive (active) for: NR-AhR (Aryl hydrocarbon Receptor agonist activity). (2) The drug is Oc1cccc(O)c1O. It tested positive (active) for: NR-AhR (Aryl hydrocarbon Receptor agonist activity), NR-ER (Estrogen Receptor agonist activity), NR-ER-LBD (Estrogen Receptor Ligand Binding Domain agonist), SR-MMP (Mitochondrial Membrane Potential disruption), and SR-p53 (p53 tumor suppressor activation).